From a dataset of Forward reaction prediction with 1.9M reactions from USPTO patents (1976-2016). Predict the product of the given reaction. (1) Given the reactants [C:1]([O:5][C:6]([N:8]1[CH2:12][CH2:11][CH2:10][CH:9]1[CH2:13][CH:14]=O)=[O:7])([CH3:4])([CH3:3])[CH3:2].[NH2:16][CH:17]1[CH2:25][C:24]2[C:19](=[CH:20][CH:21]=[CH:22][CH:23]=2)[CH2:18]1.C(O)(=O)C, predict the reaction product. The product is: [C:1]([O:5][C:6]([N:8]1[CH2:12][CH2:11][CH2:10][CH:9]1[CH2:13][CH2:14][NH:16][CH:17]1[CH2:25][C:24]2[C:19](=[CH:20][CH:21]=[CH:22][CH:23]=2)[CH2:18]1)=[O:7])([CH3:4])([CH3:3])[CH3:2]. (2) Given the reactants [OH-].[Na+].[Cl:3][C:4]1[CH:5]=[C:6]([OH:10])[CH:7]=[CH:8][CH:9]=1.[C:11]1(=[O:16])[O:15][CH2:14][CH2:13][CH2:12]1.Cl, predict the reaction product. The product is: [Cl:3][C:4]1[CH:5]=[C:6]([CH:7]=[CH:8][CH:9]=1)[O:10][CH2:14][CH2:13][CH2:12][C:11]([OH:16])=[O:15]. (3) The product is: [O:11]=[C:8]1[C:7]2[CH:12]=[CH:13][C:4]([CH2:1][CH:2]=[O:17])=[C:5]([CH2:14][CH2:15][CH3:16])[C:6]=2[CH2:10][O:9]1. Given the reactants [CH2:1]([C:4]1[CH:13]=[CH:12][C:7]2[C:8](=[O:11])[O:9][CH2:10][C:6]=2[C:5]=1[CH2:14][CH2:15][CH3:16])[CH:2]=C.[O:17]=[O+][O-].CSC, predict the reaction product. (4) Given the reactants C(OC([NH:8][CH2:9][CH2:10][CH2:11][C:12]([NH:14][S:15]([C:18]1[CH:23]=[CH:22][C:21]([C:24]2[CH:29]=[CH:28][C:27]([CH2:30][CH2:31][N:32]([CH2:40][C@H:41]([OH:48])[C:42]3[CH:47]=[CH:46][CH:45]=[CH:44][CH:43]=3)C(=O)OC(C)(C)C)=[CH:26][CH:25]=2)=[CH:20][C:19]=1[O:49][CH:50]1[CH2:55][CH2:54][CH2:53][CH2:52][CH2:51]1)(=[O:17])=[O:16])=[O:13])=O)(C)(C)C.[ClH:56], predict the reaction product. The product is: [ClH:56].[ClH:56].[NH2:8][CH2:9][CH2:10][CH2:11][C:12]([NH:14][S:15]([C:18]1[CH:23]=[CH:22][C:21]([C:24]2[CH:29]=[CH:28][C:27]([CH2:30][CH2:31][NH:32][CH2:40][C@H:41]([OH:48])[C:42]3[CH:43]=[CH:44][CH:45]=[CH:46][CH:47]=3)=[CH:26][CH:25]=2)=[CH:20][C:19]=1[O:49][CH:50]1[CH2:55][CH2:54][CH2:53][CH2:52][CH2:51]1)(=[O:17])=[O:16])=[O:13]. (5) Given the reactants [CH2:1]([C:8]([CH2:29][CH3:30])=[C:9]([C:16]1[CH:21]=[CH:20][C:19]([NH:22][C:23](=[O:28])[C:24]([F:27])([F:26])[F:25])=[CH:18][CH:17]=1)[C:10]1[CH:15]=[CH:14][CH:13]=[CH:12][CH:11]=1)[C:2]1[CH:7]=[CH:6][CH:5]=[CH:4][CH:3]=1.C(=O)([O-])[O-].[K+].[K+].Br[CH2:38][CH2:39][CH2:40][O:41][CH:42]1[CH2:47][CH2:46][CH2:45][CH2:44][O:43]1, predict the reaction product. The product is: [CH2:1]([C:8]([CH2:29][CH3:30])=[C:9]([C:16]1[CH:17]=[CH:18][C:19]([N:22]([CH2:38][CH2:39][CH2:40][O:41][CH:42]2[CH2:47][CH2:46][CH2:45][CH2:44][O:43]2)[C:23](=[O:28])[C:24]([F:27])([F:25])[F:26])=[CH:20][CH:21]=1)[C:10]1[CH:15]=[CH:14][CH:13]=[CH:12][CH:11]=1)[C:2]1[CH:7]=[CH:6][CH:5]=[CH:4][CH:3]=1.